From a dataset of Peptide-MHC class I binding affinity with 185,985 pairs from IEDB/IMGT. Regression. Given a peptide amino acid sequence and an MHC pseudo amino acid sequence, predict their binding affinity value. This is MHC class I binding data. (1) The peptide sequence is RTYSLLNRK. The binding affinity (normalized) is 0.0847. The MHC is HLA-A69:01 with pseudo-sequence HLA-A69:01. (2) The peptide sequence is EPFSRRHPL. The MHC is HLA-B35:01 with pseudo-sequence HLA-B35:01. The binding affinity (normalized) is 0.589. (3) The peptide sequence is SVKEKDMTK. The MHC is HLA-A26:01 with pseudo-sequence HLA-A26:01. The binding affinity (normalized) is 0.0847. (4) The peptide sequence is QLQLLMPLK. The MHC is HLA-A68:01 with pseudo-sequence HLA-A68:01. The binding affinity (normalized) is 0.122. (5) The MHC is HLA-B27:05 with pseudo-sequence HLA-B27:05. The binding affinity (normalized) is 0.0847. The peptide sequence is TPEGIIPTL. (6) The peptide sequence is SLPSPSRL. The MHC is HLA-A24:02 with pseudo-sequence HLA-A24:02. The binding affinity (normalized) is 0.